Dataset: CYP2C9 inhibition data for predicting drug metabolism from PubChem BioAssay. Task: Regression/Classification. Given a drug SMILES string, predict its absorption, distribution, metabolism, or excretion properties. Task type varies by dataset: regression for continuous measurements (e.g., permeability, clearance, half-life) or binary classification for categorical outcomes (e.g., BBB penetration, CYP inhibition). Dataset: cyp2c9_veith. The drug is CN1CCC(c2c[nH]c3ccc(O)cc23)CC1. The result is 0 (non-inhibitor).